Task: Predict the reactants needed to synthesize the given product.. Dataset: Full USPTO retrosynthesis dataset with 1.9M reactions from patents (1976-2016) (1) Given the product [CH2:2]([O:4][C:5](=[O:11])[CH2:6][CH:7]1[CH2:10][N:9]([C:22]([C:21]2[CH:25]=[C:17]([CH:18]=[CH:19][C:20]=2[O:26][CH2:27][CH2:28][CH2:29][C:30]2[CH:35]=[CH:34][C:33]([O:36][CH2:37][CH2:38][CH2:39][CH2:40][O:41][C:42]3[CH:43]=[CH:44][CH:45]=[CH:46][CH:47]=3)=[CH:32][CH:31]=2)[C:15]([O:14][CH2:12][CH3:13])=[O:16])=[O:23])[CH2:8]1)[CH3:3], predict the reactants needed to synthesize it. The reactants are: [Cl-].[CH2:2]([O:4][C:5](=[O:11])[CH2:6][CH:7]1[CH2:10][NH2+:9][CH2:8]1)[CH3:3].[CH2:12]([O:14][C:15]([C:17]1[CH:18]=[CH:19][C:20]([O:26][CH2:27][CH2:28][CH2:29][C:30]2[CH:35]=[CH:34][C:33]([O:36][CH2:37][CH2:38][CH2:39][CH2:40][O:41][C:42]3[CH:47]=[CH:46][CH:45]=[CH:44][CH:43]=3)=[CH:32][CH:31]=2)=[C:21]([CH:25]=1)[C:22](O)=[O:23])=[O:16])[CH3:13]. (2) The reactants are: C(OC(=O)[NH:7][CH:8]([CH2:26][C:27]1[CH:32]=[CH:31][C:30]([Cl:33])=[CH:29][CH:28]=1)[C:9](=[O:25])[N:10]1[CH2:15][CH2:14][N:13]([C:16]2[C:17]3[S:24][CH:23]=[CH:22][C:18]=3[N:19]=[CH:20][N:21]=2)[CH2:12][CH2:11]1)(C)(C)C.[ClH:35]. Given the product [ClH:33].[ClH:35].[NH2:7][CH:8]([CH2:26][C:27]1[CH:32]=[CH:31][C:30]([Cl:33])=[CH:29][CH:28]=1)[C:9]([N:10]1[CH2:15][CH2:14][N:13]([C:16]2[C:17]3[S:24][CH:23]=[CH:22][C:18]=3[N:19]=[CH:20][N:21]=2)[CH2:12][CH2:11]1)=[O:25], predict the reactants needed to synthesize it. (3) Given the product [CH3:25][O:24][C:21]1[CH:22]=[CH:23][C:18]([CH2:17][O:12][CH2:11][CH2:10][Br:9])=[CH:19][CH:20]=1, predict the reactants needed to synthesize it. The reactants are: FC(F)(F)S(O)(=O)=O.[Br:9][CH2:10][CH2:11][OH:12].ClC(Cl)(Cl)C(=N)O[CH2:17][C:18]1[CH:23]=[CH:22][C:21]([O:24][CH3:25])=[CH:20][CH:19]=1.C([O-])(O)=O.[Na+]. (4) Given the product [O:11]1[CH:15]=[CH:14][C:13]([C:2]2[CH:9]=[CH:8][C:5]([CH:6]=[O:7])=[C:4]([OH:10])[CH:3]=2)=[CH:12]1, predict the reactants needed to synthesize it. The reactants are: Br[C:2]1[CH:9]=[CH:8][C:5]([CH:6]=[O:7])=[C:4]([OH:10])[CH:3]=1.[O:11]1[CH:15]=[CH:14][CH:13]=[C:12]1[B-](F)(F)F. (5) Given the product [Cl:24][C:16]1[C:14]2=[N:15][C:10]([C@@H:8]([NH:7][S@@:5]([C:1]([CH3:2])([CH3:4])[CH3:3])=[O:6])[CH3:9])=[CH:11][CH:12]=[C:13]2[NH:18][CH:17]=1, predict the reactants needed to synthesize it. The reactants are: [C:1]([S@:5]([N:7]=[C:8]([C:10]1[N:15]=[C:14]2[C:16]([Cl:24])=[CH:17][N:18](C(OCC)=O)[C:13]2=[CH:12][CH:11]=1)[CH3:9])=[O:6])([CH3:4])([CH3:3])[CH3:2].CCC(C)[BH-](C(C)CC)C(C)CC.[Li+]. (6) Given the product [Cl:20][C:7]1[CH:8]=[C:9]([C:11]([OH:13])=[O:12])[C:10]2[C:2]([CH3:1])=[N:3][N:4]([CH:15]([CH3:17])[CH3:16])[C:5]=2[N:6]=1, predict the reactants needed to synthesize it. The reactants are: [CH3:1][C:2]1[C:10]2[C:9]([C:11]([OH:13])=[O:12])=[CH:8][C:7](=O)[NH:6][C:5]=2[N:4]([CH:15]([CH3:17])[CH3:16])[N:3]=1.P(Cl)(Cl)([Cl:20])=O. (7) Given the product [O:3]1[C:8]2[CH:9]=[CH:10][CH:11]=[CH:12][C:7]=2[O:6][CH2:5][CH2:4]1, predict the reactants needed to synthesize it. The reactants are: [H-].[Na+].[O:3]1[C:8]2[CH:9]=[CH:10][C:11](CC3C=C([C@H]4[C@H](O)[C@@H](O)[C@H](O)[C@@H](COC(C5C=CC=CC=5)(C5C=CC=CC=5)C5C=CC=CC=5)O4)C=CC=3CC)=[CH:12][C:7]=2[O:6][CH2:5][CH2:4]1.C(Br)C1C=CC=CC=1.